From a dataset of Reaction yield outcomes from USPTO patents with 853,638 reactions. Predict the reaction yield, written as a fraction of the theoretical maximum amount of product (1.0 means a 100% yield; for example, 0.34 means a 34% yield). The reactants are OS(O)(=O)=O.[NH2:6][C:7]1[C:15]([Cl:16])=[CH:14][C:10]([C:11]([OH:13])=[O:12])=[CH:9][C:8]=1[Cl:17].[CH3:18]O. No catalyst specified. The product is [NH2:6][C:7]1[C:8]([Cl:17])=[CH:9][C:10]([C:11]([O:13][CH3:18])=[O:12])=[CH:14][C:15]=1[Cl:16]. The yield is 0.700.